From a dataset of Peptide-MHC class I binding affinity with 185,985 pairs from IEDB/IMGT. Regression. Given a peptide amino acid sequence and an MHC pseudo amino acid sequence, predict their binding affinity value. This is MHC class I binding data. (1) The peptide sequence is QEADNMITEML. The MHC is H-2-Db with pseudo-sequence H-2-Db. The binding affinity (normalized) is 0. (2) The peptide sequence is RRQDILDLWIY. The MHC is HLA-A03:01 with pseudo-sequence HLA-A03:01. The binding affinity (normalized) is 0. (3) The peptide sequence is FRYNGLIHR. The MHC is Mamu-B08 with pseudo-sequence Mamu-B08. The binding affinity (normalized) is 0.243. (4) The peptide sequence is THADAHTQL. The MHC is HLA-A02:16 with pseudo-sequence HLA-A02:16. The binding affinity (normalized) is 0.0847. (5) The peptide sequence is TFTIETTTL. The MHC is Patr-A0901 with pseudo-sequence Patr-A0901. The binding affinity (normalized) is 0.0292.